From a dataset of Catalyst prediction with 721,799 reactions and 888 catalyst types from USPTO. Predict which catalyst facilitates the given reaction. Reactant: [F:1][C:2]1[C:3]([NH:12][C:13]2[CH:18]=[CH:17][C:16]([C:19]#[C:20][CH2:21][O:22][CH3:23])=[CH:15][C:14]=2[F:24])=[C:4]([CH:8]=[CH:9][C:10]=1[F:11])[C:5]([OH:7])=[O:6]. Product: [F:1][C:2]1[C:3]([NH:12][C:13]2[CH:18]=[CH:17][C:16]([CH2:19][CH2:20][CH2:21][O:22][CH3:23])=[CH:15][C:14]=2[F:24])=[C:4]([CH:8]=[CH:9][C:10]=1[F:11])[C:5]([OH:7])=[O:6]. The catalyst class is: 29.